This data is from TCR-epitope binding with 47,182 pairs between 192 epitopes and 23,139 TCRs. The task is: Binary Classification. Given a T-cell receptor sequence (or CDR3 region) and an epitope sequence, predict whether binding occurs between them. (1) The epitope is KLPDDFTGCV. The TCR CDR3 sequence is CASSTSGFSTDTQYF. Result: 1 (the TCR binds to the epitope). (2) The epitope is ILGLPTQTV. The TCR CDR3 sequence is CASRMDRVGGSPLHF. Result: 0 (the TCR does not bind to the epitope). (3) The epitope is VLWAHGFEL. The TCR CDR3 sequence is CASSTGQHPQYF. Result: 1 (the TCR binds to the epitope). (4) The epitope is FLNGSCGSV. The TCR CDR3 sequence is CASTQPSIYRETQYF. Result: 1 (the TCR binds to the epitope). (5) The epitope is RISNCVADY. The TCR CDR3 sequence is CASSELGGGSYEQFF. Result: 0 (the TCR does not bind to the epitope). (6) The epitope is VTEHDTLLY. The TCR CDR3 sequence is CASSQESGGGYEQFF. Result: 1 (the TCR binds to the epitope). (7) The epitope is ILHCANFNV. The TCR CDR3 sequence is CSVLERTNNEQFF. Result: 0 (the TCR does not bind to the epitope). (8) The epitope is KLWAQCVQL. The TCR CDR3 sequence is CASSRDPPWEQFF. Result: 1 (the TCR binds to the epitope).